This data is from Retrosynthesis with 50K atom-mapped reactions and 10 reaction types from USPTO. The task is: Predict the reactants needed to synthesize the given product. (1) Given the product COC(=O)c1ccc(C2(NC(=O)[C@H]3CCCCN3)CC2)cc1, predict the reactants needed to synthesize it. The reactants are: COC(=O)c1ccc(C2(NC(=O)[C@H]3CCCCN3C(=O)OC(C)(C)C)CC2)cc1. (2) Given the product O=C1[C@H]2CCC=C[C@H]2C1(Cl)Cl, predict the reactants needed to synthesize it. The reactants are: O[C@@H]1[C@@H]2CCC=C[C@@H]2C1(Cl)Cl. (3) Given the product C[C@H](Oc1ncc(Cl)cc1-c1ccc(Cl)cc1)C(F)(F)F, predict the reactants needed to synthesize it. The reactants are: C[C@H](O)C(F)(F)F.Fc1ncc(Cl)cc1-c1ccc(Cl)cc1. (4) Given the product CCN(N)c1ncn[nH]1, predict the reactants needed to synthesize it. The reactants are: CCN(NC(=O)OC(C)(C)C)c1ncn[nH]1. (5) Given the product OCCCC1CCNCC1, predict the reactants needed to synthesize it. The reactants are: OCCCc1ccncc1. (6) Given the product CCc1cc2c(N3CCN(C(=O)c4ccc(-c5ccccc5)cc4)CC3)nc(SCC(O)CO)nc2s1, predict the reactants needed to synthesize it. The reactants are: CCc1cc2c(N3CCN(C(=O)c4ccc(-c5ccccc5)cc4)CC3)nc(Cl)nc2s1.OCC(O)CS. (7) Given the product Fc1ccc(OC2CN(c3cccc(Br)c3)C2)cc1, predict the reactants needed to synthesize it. The reactants are: Brc1cccc(Br)c1.Fc1ccc(OC2CNC2)cc1.